This data is from CYP3A4 inhibition data for predicting drug metabolism from PubChem BioAssay. The task is: Regression/Classification. Given a drug SMILES string, predict its absorption, distribution, metabolism, or excretion properties. Task type varies by dataset: regression for continuous measurements (e.g., permeability, clearance, half-life) or binary classification for categorical outcomes (e.g., BBB penetration, CYP inhibition). Dataset: cyp3a4_veith. (1) The drug is Cc1cccc(-c2nsc(SCC(=O)Nc3nccs3)n2)c1. The result is 1 (inhibitor). (2) The compound is CC(=O)Nc1ccc2c(c1)OCCOCCOc1cc(NC(C)=O)ccc1OCCOCCOCCO2. The result is 0 (non-inhibitor). (3) The molecule is C[C@@](Cc1ccccc1)(NC(=O)CN)c1ccccc1. The result is 1 (inhibitor). (4) The compound is Cc1nnc(SCC2=C(C(=O)[O-])N3C(=O)[C@@H](NC(=O)Cn4cnnn4)[C@@H]3SC2)s1.[Na+]. The result is 0 (non-inhibitor). (5) The molecule is COC(=O)[C@@]1(Cc2ccc(OC)cc2)[C@H]2c3cc(C(=O)N(C)C)[nH]c3C[C@H]2CN1C(=O)c1ccccc1. The result is 1 (inhibitor). (6) The drug is CCOc1ccc(NC(=O)CSc2nnc(CCNC(=O)c3ccc(OC)cc3)n2CC)cc1. The result is 1 (inhibitor). (7) The molecule is CN(C)c1ccc(/C=C2/C(=O)Nc3ccccc32)cc1. The result is 1 (inhibitor). (8) The compound is N[C@@H](Cn1cc(I)c(=O)n(Cc2ccc(C(=O)O)cc2)c1=O)C(=O)O. The result is 0 (non-inhibitor). (9) The drug is c1ccc(CCCNc2nnnc3ccccc23)cc1. The result is 0 (non-inhibitor). (10) The molecule is O=C(CSc1nccn1-c1ccccc1)c1ccc(Cl)cc1. The result is 1 (inhibitor).